This data is from Full USPTO retrosynthesis dataset with 1.9M reactions from patents (1976-2016). The task is: Predict the reactants needed to synthesize the given product. (1) Given the product [CH3:1][O:2][C:3]1[CH:11]=[C:10]2[C:6]([C:7]([CH2:18][C:19]3[N:24]=[C:23]([C:25]4[NH:26][S:35](=[O:36])[O:28][N:27]=4)[CH:22]=[CH:21][CH:20]=3)=[C:8]([C:12]3[CH:13]=[CH:14][CH:15]=[CH:16][CH:17]=3)[NH:9]2)=[CH:5][CH:4]=1, predict the reactants needed to synthesize it. The reactants are: [CH3:1][O:2][C:3]1[CH:11]=[C:10]2[C:6]([C:7]([CH2:18][C:19]3[N:24]=[C:23]([C:25](=[N:27][OH:28])[NH2:26])[CH:22]=[CH:21][CH:20]=3)=[C:8]([C:12]3[CH:17]=[CH:16][CH:15]=[CH:14][CH:13]=3)[NH:9]2)=[CH:5][CH:4]=1.N1C=CC=CC=1.[S:35](Cl)(Cl)=[O:36].O. (2) The reactants are: [Cl:1][C:2]1[CH:3]=[CH:4][C:5]2[NH:11][C:10](=[N:12][NH2:13])[C@@H:9]([CH2:14][C:15]([O:17][CH2:18][CH:19]=[CH2:20])=[O:16])[S:8][C@H:7]([C:21]3[C:26]([O:27][CH3:28])=[CH:25][CH:24]=[CH:23][C:22]=3[O:29][CH3:30])[C:6]=2[CH:31]=1.C(N(CC)CC)C.[F:39][C:40]([F:51])([F:50])[C:41](O[C:41](=O)[C:40]([F:51])([F:50])[F:39])=O.O.C1(C)C=CC(S(O)(=O)=O)=CC=1. Given the product [Cl:1][C:2]1[CH:3]=[CH:4][C:5]2[N:11]3[C:41]([C:40]([F:51])([F:50])[F:39])=[N:13][N:12]=[C:10]3[C@@H:9]([CH2:14][C:15]([O:17][CH2:18][CH:19]=[CH2:20])=[O:16])[S:8][C@H:7]([C:21]3[C:26]([O:27][CH3:28])=[CH:25][CH:24]=[CH:23][C:22]=3[O:29][CH3:30])[C:6]=2[CH:31]=1, predict the reactants needed to synthesize it. (3) Given the product [F:39][C:36]([F:37])([F:38])[C:34]1[CH:33]=[C:5]([C:6]([N:8]2[CH2:13][CH2:12][CH:11]([N:14]3[CH2:19][CH2:18][N:17]([C:20]([CH:21]4[CH2:43][CH2:42]4)=[O:25])[CH2:16][CH2:15]3)[CH:10]([C:26]3[CH:27]=[CH:28][C:29]([CH3:32])=[CH:30][CH:31]=3)[CH2:9]2)=[O:7])[CH:4]=[C:3]([C:2]([F:1])([F:40])[F:41])[CH:35]=1, predict the reactants needed to synthesize it. The reactants are: [F:1][C:2]([F:41])([F:40])[C:3]1[CH:4]=[C:5]([CH:33]=[C:34]([C:36]([F:39])([F:38])[F:37])[CH:35]=1)[C:6]([N:8]1[CH2:13][CH2:12][CH:11]([N:14]2[CH2:19][CH2:18][N:17]([C:20](=[O:25])[C:21](F)(F)F)[CH2:16][CH2:15]2)[CH:10]([C:26]2[CH:31]=[CH:30][C:29]([CH3:32])=[CH:28][CH:27]=2)[CH2:9]1)=[O:7].[CH:42]1(C(Cl)=O)C[CH2:43]1. (4) Given the product [C:62]([O:66][C:67](=[O:78])[N:68]([C:70]1[CH:75]=[C:74]([F:76])[CH:73]=[CH:72][C:71]=1[C:14]1[CH:13]=[CH:12][C:11]2[C:16](=[CH:17][CH:18]=[C:9]([O:8][CH2:1][C:2]3[CH:3]=[CH:4][CH:5]=[CH:6][CH:7]=3)[CH:10]=2)[C:15]=1[C:19](=[O:35])[C:20]1[CH:25]=[CH:24][C:23]([O:26][CH2:27][CH2:28][N:29]2[CH2:30][CH2:31][CH2:32][CH2:33][CH2:34]2)=[CH:22][CH:21]=1)[CH3:69])([CH3:65])([CH3:64])[CH3:63], predict the reactants needed to synthesize it. The reactants are: [CH2:1]([O:8][C:9]1[CH:10]=[C:11]2[C:16](=[CH:17][CH:18]=1)[C:15]([C:19](=[O:35])[C:20]1[CH:25]=[CH:24][C:23]([O:26][CH2:27][CH2:28][N:29]3[CH2:34][CH2:33][CH2:32][CH2:31][CH2:30]3)=[CH:22][CH:21]=1)=[C:14](OS(C(F)(F)F)(=O)=O)[CH:13]=[CH:12]2)[C:2]1[CH:7]=[CH:6][CH:5]=[CH:4][CH:3]=1.B1(B2OCC(C)(C)CO2)OCC(C)(C)CO1.[F-].[Cs+].[C:62]([O:66][C:67](=[O:78])[N:68]([C:70]1[CH:75]=[C:74]([F:76])[CH:73]=[CH:72][C:71]=1Br)[CH3:69])([CH3:65])([CH3:64])[CH3:63]. (5) The reactants are: [CH2:1]([O:8][C:9]1[C:32](=[O:33])[N:13]2[CH2:14][CH:15]3[CH2:20][CH2:19][C:18]([NH:21][C:22]([O:24][CH2:25][C:26]4[CH:31]=[CH:30][CH:29]=[CH:28][CH:27]=4)=[O:23])([C:12]2=[N:11][C:10]=1[C:34](O)=[O:35])[CH2:17][CH2:16]3)[C:2]1[CH:7]=[CH:6][CH:5]=[CH:4][CH:3]=1.C(Cl)(=O)C(Cl)=O.Cl.[NH2:44][CH:45]([CH2:48][C:49]1[CH:54]=[CH:53][C:52]([F:55])=[CH:51][CH:50]=1)[C:46]#[N:47].C(N(CC)CC)C.C([O-])(O)=O.[Na+]. Given the product [CH2:25]([O:24][C:22](=[O:23])[NH:21][C:18]12[CH2:17][CH2:16][CH:15]([CH2:20][CH2:19]1)[CH2:14][N:13]1[C:32](=[O:33])[C:9]([O:8][CH2:1][C:2]3[CH:7]=[CH:6][CH:5]=[CH:4][CH:3]=3)=[C:10]([C:34](=[O:35])[NH:44][CH:45]([C:46]#[N:47])[CH2:48][C:49]3[CH:54]=[CH:53][C:52]([F:55])=[CH:51][CH:50]=3)[N:11]=[C:12]21)[C:26]1[CH:31]=[CH:30][CH:29]=[CH:28][CH:27]=1, predict the reactants needed to synthesize it.